From a dataset of Forward reaction prediction with 1.9M reactions from USPTO patents (1976-2016). Predict the product of the given reaction. Given the reactants [F:1][C:2]([F:15])([F:14])[CH2:3][O:4][C:5]1[N:10]=[CH:9][C:8]([CH:11](N)[CH3:12])=[CH:7][CH:6]=1.F[C:17](F)(F)COC1C=CC(C#N)=CC=1, predict the reaction product. The product is: [F:1][C:2]([F:15])([F:14])[CH2:3][O:4][C:5]1[CH:12]=[CH:11][C:8]([CH:9]([NH2:10])[CH3:17])=[CH:7][CH:6]=1.